This data is from Forward reaction prediction with 1.9M reactions from USPTO patents (1976-2016). The task is: Predict the product of the given reaction. (1) Given the reactants [CH:1]1([NH:4][C:5](=[O:48])[NH:6][C:7]2[CH:46]=[CH:45][C:10]([O:11][C:12]3[CH:17]=[CH:16][N:15]=[C:14]4[CH:18]=[C:19]([C:21]5[N:26]=[CH:25][C:24]([CH2:27][N:28]([CH:32]6[CH2:37][CH2:36][N:35](C(OC(C)(C)C)=O)[CH2:34][CH2:33]6)[C:29](=[O:31])[CH3:30])=[CH:23][CH:22]=5)[S:20][C:13]=34)=[C:9]([F:47])[CH:8]=2)[CH2:3][CH2:2]1.Cl.CCOC(C)=O, predict the reaction product. The product is: [CH:1]1([NH:4][C:5](=[O:48])[NH:6][C:7]2[CH:46]=[CH:45][C:10]([O:11][C:12]3[CH:17]=[CH:16][N:15]=[C:14]4[CH:18]=[C:19]([C:21]5[N:26]=[CH:25][C:24]([CH2:27][N:28]([CH:32]6[CH2:37][CH2:36][NH:35][CH2:34][CH2:33]6)[C:29](=[O:31])[CH3:30])=[CH:23][CH:22]=5)[S:20][C:13]=34)=[C:9]([F:47])[CH:8]=2)[CH2:2][CH2:3]1. (2) Given the reactants [H-].[Na+].[O:3]=[C:4]1[C:8]2([CH2:13][CH2:12][N:11]([C:14]([O:16][CH2:17][C:18]3[CH:23]=[CH:22][CH:21]=[CH:20][CH:19]=3)=[O:15])[CH2:10][CH2:9]2)[N:7]([C:24]2[CH:29]=[CH:28][CH:27]=[CH:26][CH:25]=2)[CH2:6][NH:5]1.Br[CH2:31][C:32]1[CH:44]=[CH:43][C:35]([C:36]([O:38][C:39]([CH3:42])([CH3:41])[CH3:40])=[O:37])=[CH:34][CH:33]=1, predict the reaction product. The product is: [C:39]([O:38][C:36]([C:35]1[CH:43]=[CH:44][C:32]([CH2:31][N:5]2[C:4](=[O:3])[C:8]3([CH2:9][CH2:10][N:11]([C:14]([O:16][CH2:17][C:18]4[CH:19]=[CH:20][CH:21]=[CH:22][CH:23]=4)=[O:15])[CH2:12][CH2:13]3)[N:7]([C:24]3[CH:29]=[CH:28][CH:27]=[CH:26][CH:25]=3)[CH2:6]2)=[CH:33][CH:34]=1)=[O:37])([CH3:42])([CH3:40])[CH3:41]. (3) Given the reactants [H-].[Al+3].[Li+].[H-].[H-].[H-].[OH:7][C@H:8]1[CH2:12][CH2:11][NH:10][C@@H:9]1[C:13]([N:15]1[CH2:20][CH2:19][CH:18]([C:21]2[S:22][CH:23]=[C:24]([C:26]3[CH:35]=[CH:34][C:33]4[C:32]([CH3:37])([CH3:36])[CH2:31][CH2:30][C:29]([CH3:39])([CH3:38])[C:28]=4[CH:27]=3)[N:25]=2)[CH2:17][CH2:16]1)=O, predict the reaction product. The product is: [CH3:36][C:32]1([CH3:37])[CH2:31][CH2:30][C:29]([CH3:38])([CH3:39])[C:28]2[CH:27]=[C:26]([C:24]3[N:25]=[C:21]([CH:18]4[CH2:17][CH2:16][N:15]([CH2:13][C@@H:9]5[C@@H:8]([OH:7])[CH2:12][CH2:11][NH:10]5)[CH2:20][CH2:19]4)[S:22][CH:23]=3)[CH:35]=[CH:34][C:33]1=2.